Dataset: Catalyst prediction with 721,799 reactions and 888 catalyst types from USPTO. Task: Predict which catalyst facilitates the given reaction. Reactant: [CH2:1]([O:3][CH2:4][C:5]1[N:6]=[C:7]([NH:10]C(=O)C)[S:8][CH:9]=1)[CH3:2].Cl. Product: [CH2:1]([O:3][CH2:4][C:5]1[N:6]=[C:7]([NH2:10])[S:8][CH:9]=1)[CH3:2]. The catalyst class is: 1.